From a dataset of Forward reaction prediction with 1.9M reactions from USPTO patents (1976-2016). Predict the product of the given reaction. (1) The product is: [Cl:26][CH2:25][CH2:24][N:22]1[CH:23]=[C:19]([C:15]2[N:14]=[C:13]([C:11]([NH:10][C:9]3[C:5]([C:3]([O-:4])=[O:2])=[N:6][N:7]([CH3:27])[CH:8]=3)=[O:12])[CH:18]=[CH:17][CH:16]=2)[CH:20]=[N:21]1.[Li+:30]. Given the reactants C[O:2][C:3]([C:5]1[C:9]([NH:10][C:11]([C:13]2[CH:18]=[CH:17][CH:16]=[C:15]([C:19]3[CH:20]=[N:21][N:22]([CH2:24][CH2:25][Cl:26])[CH:23]=3)[N:14]=2)=[O:12])=[CH:8][N:7]([CH3:27])[N:6]=1)=[O:4].O.[OH-].[Li+:30], predict the reaction product. (2) The product is: [N:17]1([CH:3]2[CH2:4][C@@H:5]3[CH2:6][NH:7][CH2:8][C@@H:9]3[CH:2]2[OH:1])[CH:21]=[CH:20][N:19]=[CH:18]1. Given the reactants [OH:1][CH:2]1[C@@H:9]2[C@@H:5]([CH2:6][N:7](C(OC(C)(C)C)=O)[CH2:8]2)[CH2:4][CH:3]1[N:17]1[CH:21]=[CH:20][N:19]=[CH:18]1.Cl.O1CCOCC1, predict the reaction product. (3) Given the reactants [CH2:1]([N:8]1[CH:12]=[C:11]([CH2:13][OH:14])[C:10]([O:15][CH2:16][C:17]2[CH:22]=[CH:21][C:20]([O:23][CH2:24][C:25]3[N:26]=[C:27]([C:31]4[O:32][CH:33]=[CH:34][CH:35]=4)[O:28][C:29]=3[CH3:30])=[C:19]([CH3:36])[CH:18]=2)=[N:9]1)[C:2]1[CH:7]=[CH:6][CH:5]=[CH:4][CH:3]=1, predict the reaction product. The product is: [CH2:1]([N:8]1[CH:12]=[C:11]([CH:13]=[O:14])[C:10]([O:15][CH2:16][C:17]2[CH:22]=[CH:21][C:20]([O:23][CH2:24][C:25]3[N:26]=[C:27]([C:31]4[O:32][CH:33]=[CH:34][CH:35]=4)[O:28][C:29]=3[CH3:30])=[C:19]([CH3:36])[CH:18]=2)=[N:9]1)[C:2]1[CH:3]=[CH:4][CH:5]=[CH:6][CH:7]=1. (4) Given the reactants [Br:1][C:2]1[CH:7]=[C:6]([NH:8][CH:9]2[CH2:14][CH2:13][N:12]([C@H:15]3[CH2:20][CH2:19][C@H:18]([O:21][CH2:22][CH2:23][CH3:24])[CH2:17][CH2:16]3)[CH2:11][CH2:10]2)[C:5]([NH2:25])=[CH:4][C:3]=1[C:26]([F:29])([F:28])[F:27].C(N(C(C)C)CC)(C)C.[Cl:39][C:40]([O:43]C(=O)OC(Cl)(Cl)Cl)(Cl)Cl, predict the reaction product. The product is: [ClH:39].[Br:1][C:2]1[C:3]([C:26]([F:29])([F:27])[F:28])=[CH:4][C:5]2[NH:25][C:40](=[O:43])[N:8]([CH:9]3[CH2:14][CH2:13][N:12]([C@H:15]4[CH2:16][CH2:17][C@H:18]([O:21][CH2:22][CH2:23][CH3:24])[CH2:19][CH2:20]4)[CH2:11][CH2:10]3)[C:6]=2[CH:7]=1. (5) Given the reactants [CH2:1]([O:8][C:9](=[O:44])[NH:10][C@H:11]([C:13](=[O:43])[NH:14][C@H:15]([C:26](=[O:42])[NH:27][C@@H:28]([CH2:35][C:36]1[CH:41]=[CH:40][CH:39]=[CH:38][CH:37]=1)[CH:29]([OH:34])[C:30](=[O:33])[NH:31][CH3:32])[CH2:16][C:17]1[C:25]2[C:20](=[CH:21][CH:22]=[CH:23][CH:24]=2)[NH:19][CH:18]=1)[CH3:12])[C:2]1[CH:7]=[CH:6][CH:5]=[CH:4][CH:3]=1.CC(OI1(OC(C)=O)(OC(C)=O)OC(=O)C2C=CC=CC1=2)=O, predict the reaction product. The product is: [CH2:1]([O:8][C:9](=[O:44])[NH:10][C@H:11]([C:13](=[O:43])[NH:14][C@H:15]([C:26](=[O:42])[NH:27][C@@H:28]([CH2:35][C:36]1[CH:41]=[CH:40][CH:39]=[CH:38][CH:37]=1)[C:29]([C:30](=[O:33])[NH:31][CH3:32])=[O:34])[CH2:16][C:17]1[C:25]2[C:20](=[CH:21][CH:22]=[CH:23][CH:24]=2)[NH:19][CH:18]=1)[CH3:12])[C:2]1[CH:7]=[CH:6][CH:5]=[CH:4][CH:3]=1. (6) Given the reactants Cl[C:2]1[N:3]=[C:4]([NH:13][C:14]2[CH:19]=[CH:18][C:17]([N:20]3[CH2:25][CH2:24][CH:23]([N:26]4[CH2:31][CH2:30][N:29]([CH3:32])[CH2:28][CH2:27]4)[CH2:22][CH2:21]3)=[C:16]([CH3:33])[CH:15]=2)[C:5]([C:10]([NH2:12])=[O:11])=[N:6][C:7]=1[CH2:8][CH3:9].CC1(C)C(C)(C)OB([C:42]2[CH:43]=[C:44]([CH:46]=[CH:47][CH:48]=2)[NH2:45])O1.CN1CCCC1=O.C(=O)([O-])[O-].[Na+].[Na+], predict the reaction product. The product is: [NH2:45][C:44]1[CH:43]=[C:42]([C:2]2[N:3]=[C:4]([NH:13][C:14]3[CH:19]=[CH:18][C:17]([N:20]4[CH2:21][CH2:22][CH:23]([N:26]5[CH2:27][CH2:28][N:29]([CH3:32])[CH2:30][CH2:31]5)[CH2:24][CH2:25]4)=[C:16]([CH3:33])[CH:15]=3)[C:5]([C:10]([NH2:12])=[O:11])=[N:6][C:7]=2[CH2:8][CH3:9])[CH:48]=[CH:47][CH:46]=1.